This data is from Reaction yield outcomes from USPTO patents with 853,638 reactions. The task is: Predict the reaction yield, written as a fraction of the theoretical maximum amount of product (1.0 means a 100% yield; for example, 0.34 means a 34% yield). (1) The reactants are C([O:8][C:9]1[CH:14]=[CH:13][C:12]([N:15]2[CH2:20][CH2:19][CH:18]([O:21][C:22]3[CH:27]=[CH:26][C:25]([O:28][C:29]([F:32])([F:31])[F:30])=[CH:24][CH:23]=3)[CH2:17][CH2:16]2)=[CH:11][CH:10]=1)C1C=CC=CC=1.[H][H]. The catalyst is [Pd].C(O)C. The product is [OH:8][C:9]1[CH:10]=[CH:11][C:12]([N:15]2[CH2:16][CH2:17][CH:18]([O:21][C:22]3[CH:27]=[CH:26][C:25]([O:28][C:29]([F:32])([F:30])[F:31])=[CH:24][CH:23]=3)[CH2:19][CH2:20]2)=[CH:13][CH:14]=1. The yield is 0.995. (2) The reactants are Cl[C:2]1[CH:7]=[C:6]([S:8][CH3:9])[N:5]=[C:4]([CH3:10])[N:3]=1.C(N(CC)CC)C.[NH2:18][NH2:19]. No catalyst specified. The product is [CH3:10][C:4]1[N:3]=[C:2]([NH:18][NH2:19])[CH:7]=[C:6]([S:8][CH3:9])[N:5]=1. The yield is 0.670. (3) The reactants are [Cl:1][C:2]1[CH:3]=[C:4](B(O)O)[CH:5]=[CH:6][CH:7]=1.[NH2:11][C:12]1[N:13]=[C:14]([N:23]2[CH2:28][CH2:27][N:26]([C:29](=[O:39])[CH2:30][O:31][C:32]3[CH:37]=[CH:36][C:35]([Cl:38])=[CH:34][CH:33]=3)[CH2:25][CH2:24]2)[C:15]2[N:21]=[C:20](Cl)[CH:19]=[CH:18][C:16]=2[N:17]=1. No catalyst specified. The product is [NH2:11][C:12]1[N:13]=[C:14]([N:23]2[CH2:24][CH2:25][N:26]([C:29](=[O:39])[CH2:30][O:31][C:32]3[CH:37]=[CH:36][C:35]([Cl:38])=[CH:34][CH:33]=3)[CH2:27][CH2:28]2)[C:15]2[N:21]=[C:20]([C:4]3[CH:5]=[CH:6][CH:7]=[C:2]([Cl:1])[CH:3]=3)[CH:19]=[CH:18][C:16]=2[N:17]=1. The yield is 0.790. (4) The reactants are [Cl:1][C:2]1[C:7]([CH2:8][CH2:9][CH:10]=O)=[CH:6][N:5]=[C:4]2[N:12]([S:15]([C:18]3[CH:24]=[CH:23][C:21]([CH3:22])=[CH:20][CH:19]=3)(=[O:17])=[O:16])[CH:13]=[CH:14][C:3]=12.[CH2:25]([C@H:27]1[C@@H:31]([N:32]=C=O)[CH2:30][C@@H:29]([NH:35][S:36]([CH:39]2[CH2:41][CH2:40]2)(=[O:38])=[O:37])[CH2:28]1)[CH3:26].C(O)(=O)C.C(O[BH-](OC(=O)C)OC(=O)C)(=O)C.[Na+].C([O-])(O)=O.[Na+]. The catalyst is ClCCCl.C(Cl)Cl. The product is [Cl:1][C:2]1[C:7]([CH2:8][CH2:9][CH2:10][NH:32][C@@H:31]2[C@H:27]([CH2:25][CH3:26])[CH2:28][C@H:29]([NH:35][S:36]([CH:39]3[CH2:41][CH2:40]3)(=[O:38])=[O:37])[CH2:30]2)=[CH:6][N:5]=[C:4]2[N:12]([S:15]([C:18]3[CH:24]=[CH:23][C:21]([CH3:22])=[CH:20][CH:19]=3)(=[O:17])=[O:16])[CH:13]=[CH:14][C:3]=12. The yield is 0.550.